Dataset: Full USPTO retrosynthesis dataset with 1.9M reactions from patents (1976-2016). Task: Predict the reactants needed to synthesize the given product. (1) Given the product [CH3:13][N:14]([CH3:22])[CH2:15][CH2:16][CH2:17][CH2:18][CH2:19][CH2:10][NH:9][C:7](=[O:8])[C:5]1[C:4](=[CH:3][CH:2]=[CH:1][CH:6]=1)[OH:12], predict the reactants needed to synthesize it. The reactants are: [CH:1]1[CH:2]=[CH:3][C:4]2[O:12][C:10](=O)[NH:9][C:7](=[O:8])[C:5]=2[CH:6]=1.[CH3:13][N:14]([CH3:22])[CH2:15][CH2:16][CH2:17][CH2:18][CH2:19]CO.C1(P(C2C=CC=CC=2)C2C=CC=CC=2)C=CC=CC=1.N(C(OC(C)C)=O)=NC(OC(C)C)=O.[OH-].[Na+]. (2) Given the product [F:31][C:32]1[CH:33]=[C:34]([CH2:39][C:40]([NH:1][C@@H:2]([C:24]2[CH:25]=[CH:26][C:27]([F:30])=[CH:28][CH:29]=2)[C:3]([NH:5][C@@H:6]2[C:12](=[O:13])[NH:11][C:10]3[CH:14]=[CH:15][CH:16]=[CH:17][C:9]=3[O:8][C@@H:7]2[C:18]2[CH:23]=[CH:22][CH:21]=[CH:20][CH:19]=2)=[O:4])=[O:41])[CH:35]=[C:36]([F:38])[CH:37]=1, predict the reactants needed to synthesize it. The reactants are: [NH2:1][C@@H:2]([C:24]1[CH:29]=[CH:28][C:27]([F:30])=[CH:26][CH:25]=1)[C:3]([NH:5][C@@H:6]1[C:12](=[O:13])[NH:11][C:10]2[CH:14]=[CH:15][CH:16]=[CH:17][C:9]=2[O:8][C@@H:7]1[C:18]1[CH:23]=[CH:22][CH:21]=[CH:20][CH:19]=1)=[O:4].[F:31][C:32]1[CH:33]=[C:34]([CH2:39][C:40](O)=[O:41])[CH:35]=[C:36]([F:38])[CH:37]=1.C1C=CC2N(O)N=NC=2C=1.CN1CCOCC1.CCN=C=NCCCN(C)C.Cl. (3) Given the product [F:36][C:33]1[CH:34]=[CH:35][C:30]([CH2:29][O:28][C:9]2[C:10]([C:14]3[CH:19]=[CH:18][CH:17]=[C:16]([C:20]([C:22]4[CH:27]=[CH:26][CH:25]=[CH:24][CH:23]=4)=[CH2:21])[N:15]=3)=[CH:11][CH:12]=[CH:13][C:8]=2[C:37]2[CH:42]=[CH:41][CH:40]=[CH:39][CH:38]=2)=[CH:31][CH:32]=1, predict the reactants needed to synthesize it. The reactants are: C(=O)([O-])[O-].[K+].[K+].Br[C:8]1[C:9]([O:28][CH2:29][C:30]2[CH:35]=[CH:34][C:33]([F:36])=[CH:32][CH:31]=2)=[C:10]([C:14]2[CH:19]=[CH:18][CH:17]=[C:16]([C:20]([C:22]3[CH:27]=[CH:26][CH:25]=[CH:24][CH:23]=3)=[CH2:21])[N:15]=2)[CH:11]=[CH:12][CH:13]=1.[C:37]1(B(O)O)[CH:42]=[CH:41][CH:40]=[CH:39][CH:38]=1. (4) Given the product [Cl:22][C:23]1[CH:30]=[CH:29][C:26]([CH2:27][N:19]2[CH2:18][CH2:17][C:5]3([O:4][C:3](=[O:2])[N:7]([C:8]4[CH:9]=[CH:10][C:11]([C:12]([OH:14])=[O:13])=[CH:15][CH:16]=4)[CH2:6]3)[CH2:21][CH2:20]2)=[CH:25][C:24]=1[C:31]([F:32])([F:33])[F:34], predict the reactants needed to synthesize it. The reactants are: Cl.[O:2]=[C:3]1[N:7]([C:8]2[CH:16]=[CH:15][C:11]([C:12]([OH:14])=[O:13])=[CH:10][CH:9]=2)[CH2:6][C:5]2([CH2:21][CH2:20][NH:19][CH2:18][CH2:17]2)[O:4]1.[Cl:22][C:23]1[CH:30]=[CH:29][C:26]([CH:27]=O)=[CH:25][C:24]=1[C:31]([F:34])([F:33])[F:32]. (5) Given the product [Cl:1][C:2]1[CH:7]=[CH:6][C:5]([NH:8][C:9]([N:10]2[CH2:15][CH2:14][N:13]([C:16](=[N:25][C:26]#[N:27])[NH:17][C:18]3[CH:23]=[CH:22][CH:21]=[CH:20][C:19]=3[CH3:24])[CH2:12][CH:11]2[CH2:28][OH:29])=[O:30])=[CH:4][CH:3]=1, predict the reactants needed to synthesize it. The reactants are: [Cl:1][C:2]1[CH:7]=[CH:6][C:5]([N:8]2[C:28](=[O:29])[CH:11]3[CH2:12][N:13]([C:16](=[N:25][C:26]#[N:27])[NH:17][C:18]4[CH:23]=[CH:22][CH:21]=[CH:20][C:19]=4[CH3:24])[CH2:14][CH2:15][N:10]3[C:9]2=[O:30])=[CH:4][CH:3]=1.C(N=C(N1CCN(C(=O)NC2C=CC=CC=2)C(C(OCC)=O)C1)NC1C=CC=CC=1C)#N.[BH4-].[Li+].Cl.C(=O)(O)[O-].[Na+].